Dataset: Forward reaction prediction with 1.9M reactions from USPTO patents (1976-2016). Task: Predict the product of the given reaction. Given the reactants [Cl:1][C:2]1[CH:3]=[C:4]2[CH:10]=[C:9]([C:11]([NH:13][C@@H:14]([CH2:18][C:19]3[CH:24]=[CH:23][C:22]([F:25])=[CH:21][CH:20]=3)[C:15]([OH:17])=O)=[O:12])[NH:8][C:5]2=[CH:6][N:7]=1.CN(C(ON1N=NC2C=CC=NC1=2)=[N+](C)C)C.F[P-](F)(F)(F)(F)F.[OH:50][CH:51]1[CH2:56][CH2:55][NH:54][CH2:53][CH2:52]1.CCN(C(C)C)C(C)C, predict the reaction product. The product is: [F:25][C:22]1[CH:23]=[CH:24][C:19]([CH2:18][C@H:14]([NH:13][C:11]([C:9]2[NH:8][C:5]3=[CH:6][N:7]=[C:2]([Cl:1])[CH:3]=[C:4]3[CH:10]=2)=[O:12])[C:15]([N:54]2[CH2:55][CH2:56][CH:51]([OH:50])[CH2:52][CH2:53]2)=[O:17])=[CH:20][CH:21]=1.